Dataset: Full USPTO retrosynthesis dataset with 1.9M reactions from patents (1976-2016). Task: Predict the reactants needed to synthesize the given product. (1) Given the product [F:16][C:4]1[CH:3]=[CH:2][C:1]([NH:7][C:8]([C:10]2([C:13]([OH:15])=[O:14])[CH2:11][CH2:12]2)=[O:9])=[CH:6][CH:5]=1, predict the reactants needed to synthesize it. The reactants are: [C:1]1([NH:7][C:8]([C:10]2([C:13]([OH:15])=[O:14])[CH2:12][CH2:11]2)=[O:9])[CH:6]=[CH:5][CH:4]=[CH:3][CH:2]=1.[F:16]C1C=CC(N)=CC=1. (2) The reactants are: [CH2:1]([N:3]1[C:7]([O:8][C:9]2[CH:14]=[CH:13][C:12]([F:15])=[CH:11][C:10]=2[N+:16]([O-])=O)=[CH:6][C:5]([C:19]2[CH:20]=[C:21]([CH:24]=[CH:25][CH:26]=2)[C:22]#[N:23])=[N:4]1)[CH3:2].[H][H]. Given the product [NH2:16][C:10]1[CH:11]=[C:12]([F:15])[CH:13]=[CH:14][C:9]=1[O:8][C:7]1[N:3]([CH2:1][CH3:2])[N:4]=[C:5]([C:19]2[CH:20]=[C:21]([CH:24]=[CH:25][CH:26]=2)[C:22]#[N:23])[CH:6]=1, predict the reactants needed to synthesize it. (3) Given the product [NH2:1][C:2]1[N:3]([CH3:22])[C:4](=[O:21])[C@:5]2([N:20]=1)[C:14]1[CH:13]=[C:12]([C:29]3[CH:28]=[CH:27][CH:26]=[C:25]([O:24][CH3:23])[CH:30]=3)[CH:11]=[CH:10][C:9]=1[O:8][C@H:7]1[CH2:16][CH2:17][O:18][CH2:19][C@H:6]21, predict the reactants needed to synthesize it. The reactants are: [NH2:1][C:2]1[N:3]([CH3:22])[C:4](=[O:21])[C@:5]2([N:20]=1)[C:14]1[CH:13]=[C:12](Br)[CH:11]=[CH:10][C:9]=1[O:8][C@H:7]1[CH2:16][CH2:17][O:18][CH2:19][C@H:6]21.[CH3:23][O:24][C:25]1[CH:26]=[C:27](B(O)O)[CH:28]=[CH:29][CH:30]=1. (4) Given the product [O:1]=[C:2]([CH2:36][CH2:37][C:38]([OH:40])=[O:39])[C:3]([O:5][C@@H:6]1[CH2:19][CH2:18][C@@H:17]2[C@@H:8]([C:9]3[C:14]([C:15]([C:20]4[CH:21]=[N:22][CH:23]=[N:26][CH:30]=4)=[N:16]2)=[CH:13][C:12]([O:31][CH3:32])=[C:11]([O:33][CH2:34][CH3:35])[CH:10]=3)[CH2:7]1)=[O:4], predict the reactants needed to synthesize it. The reactants are: [O:1]=[C:2]([CH2:36][CH2:37][C:38]([OH:40])=[O:39])[C:3]([O:5][C@@H:6]1[CH2:19][CH2:18][C@@H:17]2[C@@H:8]([C:9]3[C:14]([C:15]([C:20]4[CH:21]=[N:22][C:23]([N:26]5[CH:30]=CC=N5)=CC=4)=[N:16]2)=[CH:13][C:12]([O:31][CH3:32])=[C:11]([O:33][CH2:34][CH3:35])[CH:10]=3)[CH2:7]1)=[O:4]. (5) The reactants are: [C:1]([O:5][C:6]([N:8]1[CH2:13][CH2:12][CH:11]([C:14]2[CH:19]=[CH:18][C:17]([Cl:20])=[CH:16][CH:15]=2)[CH:10](C(O)=O)[CH2:9]1)=[O:7])([CH3:4])([CH3:3])[CH3:2].P([N:40]=[N+]=[N-])(OC1C=CC=CC=1)(OC1C=CC=CC=1)=O.O. Given the product [NH2:40][CH:10]1[CH:11]([C:14]2[CH:19]=[CH:18][C:17]([Cl:20])=[CH:16][CH:15]=2)[CH2:12][CH2:13][N:8]([C:6]([O:5][C:1]([CH3:4])([CH3:3])[CH3:2])=[O:7])[CH2:9]1, predict the reactants needed to synthesize it.